Dataset: Forward reaction prediction with 1.9M reactions from USPTO patents (1976-2016). Task: Predict the product of the given reaction. (1) Given the reactants [CH3:1][N:2]1[CH2:7][CH2:6][NH:5][CH2:4][CH2:3]1.[NH2:8][C:9]1[CH:17]=[C:16]([N+:18]([O-:20])=[O:19])[CH:15]=[CH:14][C:10]=1[C:11](Cl)=[O:12], predict the reaction product. The product is: [NH2:8][C:9]1[CH:17]=[C:16]([N+:18]([O-:20])=[O:19])[CH:15]=[CH:14][C:10]=1[C:11]([N:5]1[CH2:6][CH2:7][N:2]([CH3:1])[CH2:3][CH2:4]1)=[O:12]. (2) Given the reactants C1(P(C2CCCCC2)C2C=CC=CC=2C2C(C(C)C)=CC(C(C)C)=CC=2C(C)C)CCCCC1.C([Sn]([C:48]#[N:49])(CCCC)CCCC)CCC.Cl[C:51]1[CH:52]=[CH:53][CH:54]=[C:55]2[C:60]=1[N:59]=[C:58]([C:61]1[CH:66]=[C:65]([CH3:67])[CH:64]=[CH:63][N:62]=1)[C:57]([CH3:68])=[C:56]2[NH:69][C:70]1[C:71]([C:82]2[CH:83]=[N:84][CH:85]=[C:86]([O:88][CH3:89])[CH:87]=2)=[N:72][CH:73]=[C:74]([N:76]2[CH2:81][CH2:80][O:79][CH2:78][CH2:77]2)[CH:75]=1, predict the reaction product. The product is: [CH3:89][O:88][C:86]1[CH:87]=[C:82]([C:71]2[C:70]([NH:69][C:56]3[C:55]4[C:60](=[C:51]([C:48]#[N:49])[CH:52]=[CH:53][CH:54]=4)[N:59]=[C:58]([C:61]4[CH:66]=[C:65]([CH3:67])[CH:64]=[CH:63][N:62]=4)[C:57]=3[CH3:68])=[CH:75][C:74]([N:76]3[CH2:77][CH2:78][O:79][CH2:80][CH2:81]3)=[CH:73][N:72]=2)[CH:83]=[N:84][CH:85]=1. (3) Given the reactants [H-].[Na+].[CH3:3][O:4][C:5]1[CH:6]=[C:7]2[C:11](=[CH:12][CH:13]=1)[NH:10][C:9]1[C:14]3[CH:22]=[CH:21][CH:20]=[CH:19][C:15]=3[S:16][CH2:17][CH2:18][C:8]2=1.Br[CH2:24][CH2:25][CH2:26][CH2:27][CH2:28][Cl:29].O, predict the reaction product. The product is: [CH3:3][O:4][C:5]1[CH:6]=[C:7]2[C:11](=[CH:12][CH:13]=1)[N:10]([CH2:24][CH2:25][CH2:26][CH2:27][CH2:28][Cl:29])[C:9]1[C:14]3[CH:22]=[CH:21][CH:20]=[CH:19][C:15]=3[S:16][CH2:17][CH2:18][C:8]2=1. (4) Given the reactants Cl[C:2]1[CH:9]=[CH:8][C:5]([C:6]#[N:7])=[CH:4][N:3]=1.P(Br)(Br)[Br:11], predict the reaction product. The product is: [Br:11][C:2]1[CH:9]=[CH:8][C:5]([C:6]#[N:7])=[CH:4][N:3]=1.